This data is from Full USPTO retrosynthesis dataset with 1.9M reactions from patents (1976-2016). The task is: Predict the reactants needed to synthesize the given product. Given the product [F:35][C:34]([F:37])([F:36])[C:32]([OH:38])=[O:33].[CH2:20]1[C:19]2([CH2:22][CH2:23][NH:24][CH:17]([C:15]([NH:14][C:11]3([C:8]4[CH:9]=[CH:10][C:5]([C:3]([O:2][CH3:1])=[O:4])=[CH:6][CH:7]=4)[CH2:12][CH2:13]3)=[O:16])[CH2:18]2)[CH2:21]1, predict the reactants needed to synthesize it. The reactants are: [CH3:1][O:2][C:3]([C:5]1[CH:10]=[CH:9][C:8]([C:11]2([NH:14][C:15]([CH:17]3[N:24](C(OC(C)(C)C)=O)[CH2:23][CH2:22][C:19]4([CH2:21][CH2:20]4)[CH2:18]3)=[O:16])[CH2:13][CH2:12]2)=[CH:7][CH:6]=1)=[O:4].[C:32]([OH:38])([C:34]([F:37])([F:36])[F:35])=[O:33].